From a dataset of Peptide-MHC class II binding affinity with 134,281 pairs from IEDB. Regression. Given a peptide amino acid sequence and an MHC pseudo amino acid sequence, predict their binding affinity value. This is MHC class II binding data. (1) The peptide sequence is QYLIKHKSNNVITCG. The MHC is DRB1_0701 with pseudo-sequence DRB1_0701. The binding affinity (normalized) is 0.222. (2) The MHC is DRB1_0101 with pseudo-sequence DRB1_0101. The peptide sequence is LERWMLVAGDLKCFG. The binding affinity (normalized) is 0.836. (3) The peptide sequence is GELQIVEKIDAAFKI. The binding affinity (normalized) is 0.592. The MHC is DRB1_1101 with pseudo-sequence DRB1_1101. (4) The peptide sequence is YDKFLANVSTVMTGK. The MHC is DRB1_0404 with pseudo-sequence DRB1_0404. The binding affinity (normalized) is 0.966. (5) The peptide sequence is EKKYFAATQFEPLKA. The MHC is HLA-DQA10501-DQB10201 with pseudo-sequence HLA-DQA10501-DQB10201. The binding affinity (normalized) is 0.403. (6) The peptide sequence is KVKSLKLLNTRRRQL. The MHC is DRB1_0101 with pseudo-sequence DRB1_0101. The binding affinity (normalized) is 0.652. (7) The peptide sequence is AFNVENGNATPQLTK. The MHC is HLA-DPA10103-DPB10401 with pseudo-sequence HLA-DPA10103-DPB10401. The binding affinity (normalized) is 0.0941. (8) The peptide sequence is AFILDGDNMFPKV. The MHC is HLA-DQA10501-DQB10201 with pseudo-sequence HLA-DQA10501-DQB10201. The binding affinity (normalized) is 0.566.